From a dataset of Full USPTO retrosynthesis dataset with 1.9M reactions from patents (1976-2016). Predict the reactants needed to synthesize the given product. (1) Given the product [F:23][C:2]([F:1])([P:3](=[O:12])([O:4][CH:5]([CH3:7])[CH3:6])[O:8][CH:9]([CH3:11])[CH3:10])[P:13](=[O:22])([O:18][CH:19]([CH3:21])[CH3:20])[O:14][CH:15]([CH3:17])[CH3:16].[F:1][CH:2]([P:3](=[O:12])([O:4][CH:5]([CH3:7])[CH3:6])[O:8][CH:9]([CH3:11])[CH3:10])[P:13](=[O:22])([O:18][CH:19]([CH3:20])[CH3:21])[O:14][CH:15]([CH3:17])[CH3:16], predict the reactants needed to synthesize it. The reactants are: [F:1][C:2]([F:23])([P:13](=[O:22])([O:18][CH:19]([CH3:21])[CH3:20])[O:14][CH:15]([CH3:17])[CH3:16])[P:3](=[O:12])([O:8][CH:9]([CH3:11])[CH3:10])[O:4][CH:5]([CH3:7])[CH3:6].C[Si]([N-][Si](C)(C)C)(C)C.[Na+].C1C=CC(S(N(S(C2C=CC=CC=2)(=O)=O)F)(=O)=O)=CC=1. (2) Given the product [OH:4][C:5]1[CH:6]=[C:7]2[C:12](=[CH:13][CH:14]=1)[CH:11]=[C:10]([C:15]([N:17]1[CH2:22][CH2:21][CH:20]([C:23]([O:25][CH3:26])=[O:24])[CH2:19][CH2:18]1)=[O:16])[CH:9]=[CH:8]2, predict the reactants needed to synthesize it. The reactants are: C([O:4][C:5]1[CH:6]=[C:7]2[C:12](=[CH:13][CH:14]=1)[CH:11]=[C:10]([C:15]([N:17]1[CH2:22][CH2:21][CH:20]([C:23]([O:25][CH3:26])=[O:24])[CH2:19][CH2:18]1)=[O:16])[CH:9]=[CH:8]2)(=O)C.C([O-])([O-])=O.[K+].[K+]. (3) Given the product [CH2:27]([N:3]([CH2:1][CH3:2])[C:4]([C:6]1[CH:7]=[CH:8][C:9]([CH:12]([C:19]2[CH:24]=[CH:23][CH:22]=[C:21]([O:25][CH3:26])[CH:20]=2)[CH2:13][C:14]([OH:16])=[O:15])=[CH:10][CH:11]=1)=[O:5])[CH3:28], predict the reactants needed to synthesize it. The reactants are: [CH2:1]([N:3]([CH2:27][CH3:28])[C:4]([C:6]1[CH:11]=[CH:10][C:9]([CH:12]([C:19]2[CH:24]=[CH:23][CH:22]=[C:21]([O:25][CH3:26])[CH:20]=2)[CH2:13][C:14]([O:16]CC)=[O:15])=[CH:8][CH:7]=1)=[O:5])[CH3:2].[OH-].[Na+]. (4) Given the product [CH3:1][O:2][C:3]1[CH:4]=[C:5]([O:9][CH3:10])[CH:6]=[CH:7][C:8]=1[C:20]([CH:17]1[CH2:16][CH2:15][N:14]([C:11](=[O:13])[CH3:12])[CH2:19][CH2:18]1)=[O:21], predict the reactants needed to synthesize it. The reactants are: [CH3:1][O:2][C:3]1[CH:8]=[CH:7][CH:6]=[C:5]([O:9][CH3:10])[CH:4]=1.[C:11]([N:14]1[CH2:19][CH2:18][CH:17]([C:20](Cl)=[O:21])[CH2:16][CH2:15]1)(=[O:13])[CH3:12].[NH4+].[Cl-].Cl.